Dataset: Full USPTO retrosynthesis dataset with 1.9M reactions from patents (1976-2016). Task: Predict the reactants needed to synthesize the given product. (1) Given the product [CH3:22][O:23][C:24]1[N:29]=[C:28]2[NH:30][N:31]=[CH:32][C:27]2=[CH:26][C:25]=1[NH:33][C:5]1[C:6]2[N:13]=[C:12]([C:14]([N:16]3[CH2:21][CH2:20][CH2:19][CH2:18][CH2:17]3)=[O:15])[S:11][C:7]=2[N:8]=[CH:9][N:10]=1, predict the reactants needed to synthesize it. The reactants are: CS([C:5]1[C:6]2[N:13]=[C:12]([C:14]([N:16]3[CH2:21][CH2:20][CH2:19][CH2:18][CH2:17]3)=[O:15])[S:11][C:7]=2[N:8]=[CH:9][N:10]=1)(=O)=O.[CH3:22][O:23][C:24]1[N:29]=[C:28]2[NH:30][N:31]=[CH:32][C:27]2=[CH:26][C:25]=1[NH2:33]. (2) The reactants are: Br[C:2]1[CH:7]=[CH:6][CH:5]=[CH:4][C:3]=1[CH3:8].[Cl:9][C:10]1[CH:15]=[CH:14][CH:13]=[C:12]([O:16][CH3:17])[C:11]=1B(O)O.CC1C=CC(S(OCC2CC3C(C4C=CC=CC=4)=CC=CC=3O2)(=O)=O)=CC=1. Given the product [CH3:17][O:16][C:12]1[C:11]([C:2]2[CH:7]=[CH:6][CH:5]=[CH:4][C:3]=2[CH3:8])=[C:10]([Cl:9])[CH:15]=[CH:14][CH:13]=1, predict the reactants needed to synthesize it. (3) The reactants are: [CH3:1][O:2][CH2:3][C:4]([NH:6][C:7]1[C:11]2[CH:12]=[N:13][C:14]([NH:16][C:17]([NH:19][C@@H:20]([C:22]3[CH:27]=[CH:26][CH:25]=[CH:24][CH:23]=3)[CH3:21])=[O:18])=[CH:15][C:10]=2[N:9](C(C2C=CC=CC=2)(C2C=CC=CC=2)C2C=CC=CC=2)[N:8]=1)=[O:5].C([SiH](CC)CC)C. Given the product [CH3:1][O:2][CH2:3][C:4]([NH:6][C:7]1[C:11]2[CH:12]=[N:13][C:14]([NH:16][C:17]([NH:19][C@@H:20]([C:22]3[CH:23]=[CH:24][CH:25]=[CH:26][CH:27]=3)[CH3:21])=[O:18])=[CH:15][C:10]=2[NH:9][N:8]=1)=[O:5], predict the reactants needed to synthesize it.